This data is from Retrosynthesis with 50K atom-mapped reactions and 10 reaction types from USPTO. The task is: Predict the reactants needed to synthesize the given product. Given the product COc1cccc(OC)c1C(=O)Nc1nnc(C(C)(C)COC(=O)COC(C)=O)s1, predict the reactants needed to synthesize it. The reactants are: CC(=O)OCC(=O)OCC(C)(C)c1nnc(N)s1.COc1cccc(OC)c1C(=O)Cl.